Dataset: Catalyst prediction with 721,799 reactions and 888 catalyst types from USPTO. Task: Predict which catalyst facilitates the given reaction. Reactant: Br[C:2]1[CH:9]=[CH:8][C:5]([C:6]#[N:7])=[CH:4][CH:3]=1.[C:10]1([OH:16])[CH:15]=[CH:14][CH:13]=[CH:12][CH:11]=1.C([O-])([O-])=O.[Cs+].[Cs+].C1(C(O)=O)C2C(=CC=CC=2)C=CC=1. Product: [O:16]([C:2]1[CH:9]=[CH:8][C:5]([C:6]#[N:7])=[CH:4][CH:3]=1)[C:10]1[CH:15]=[CH:14][CH:13]=[CH:12][CH:11]=1. The catalyst class is: 802.